From a dataset of Full USPTO retrosynthesis dataset with 1.9M reactions from patents (1976-2016). Predict the reactants needed to synthesize the given product. (1) Given the product [CH2:1]([O:8][C:9]([NH:11][CH2:12][CH2:13][CH2:14][CH2:15][CH:16]([CH2:22][P:23]([CH:26]([NH:30][C:31](=[O:40])[CH2:32][CH2:33][C:34]1[CH:35]=[CH:36][CH:37]=[CH:38][CH:39]=1)[CH:27]([CH3:29])[CH3:28])([OH:25])=[O:24])[C:17]([OH:19])=[O:18])=[O:10])[C:2]1[CH:3]=[CH:4][CH:5]=[CH:6][CH:7]=1, predict the reactants needed to synthesize it. The reactants are: [CH2:1]([O:8][C:9]([NH:11][CH2:12][CH2:13][CH2:14][CH2:15][CH:16]([CH2:22][P:23]([CH:26]([NH:30][C:31](=[O:40])[CH2:32][CH2:33][C:34]1[CH:39]=[CH:38][CH:37]=[CH:36][CH:35]=1)[CH:27]([CH3:29])[CH3:28])([OH:25])=[O:24])[C:17]([O:19]CC)=[O:18])=[O:10])[C:2]1[CH:7]=[CH:6][CH:5]=[CH:4][CH:3]=1.[OH-].[Na+].Cl. (2) Given the product [Cl:8][C:9]1[C:10]([N+:15]([O-:17])=[O:16])=[CH:11][N:12]=[C:13]([OH:5])[CH:14]=1, predict the reactants needed to synthesize it. The reactants are: N.CC(C)([O-:5])C.[K+].[Cl:8][C:9]1[CH:14]=[CH:13][N:12]=[CH:11][C:10]=1[N+:15]([O-:17])=[O:16].C(OO)(C)(C)C. (3) Given the product [CH3:17][N:18]([CH3:19])[C:2]1[CH:11]=[CH:10][C:9]2[C:4](=[C:5]([NH2:16])[N:6]=[C:7]3[CH:15]=[CH:14][CH:13]=[CH:12][C:8]3=2)[N:3]=1, predict the reactants needed to synthesize it. The reactants are: Cl[C:2]1[CH:11]=[CH:10][C:9]2[C:4](=[C:5]([NH2:16])[N:6]=[C:7]3[CH:15]=[CH:14][CH:13]=[CH:12][C:8]3=2)[N:3]=1.[CH3:17][NH:18][CH3:19]. (4) Given the product [NH2:1][S:2]([C:5]1[CH:10]=[CH:9][C:8]([N:11]2[C:15]3[C:16]4[CH:23]=[CH:22][CH:21]=[CH:20][C:17]=4[O:18][CH2:19][C:14]=3[C:13]([C:24]([NH2:27])=[O:26])=[N:12]2)=[CH:7][CH:6]=1)(=[O:3])=[O:4], predict the reactants needed to synthesize it. The reactants are: [NH2:1][S:2]([C:5]1[CH:10]=[CH:9][C:8]([N:11]2[C:15]3[C:16]4[CH:23]=[CH:22][CH:21]=[CH:20][C:17]=4[O:18][CH2:19][C:14]=3[C:13]([C:24]([OH:26])=O)=[N:12]2)=[CH:7][CH:6]=1)(=[O:4])=[O:3].[NH3:27]. (5) Given the product [NH2:1][C:2](=[O:93])[CH2:3][NH:4][C:5](=[O:92])[C@@H:6]([NH:13][C:14](=[O:91])[C@@H:15]([N:17]([CH3:90])[C:18]([C@H:20]([CH2:86][C:87](=[O:88])[S:101][CH2:100][C:94]1[CH:99]=[CH:98][CH:97]=[CH:96][CH:95]=1)[NH:21][C:22](=[O:85])[C@H:23]([CH2:78][C:79]1[CH:80]=[CH:81][CH:82]=[CH:83][CH:84]=1)[NH:24][C:25](=[O:77])[C@H:26]([CH:74]([CH3:75])[CH3:76])[NH:27][C:28](=[O:73])[C@H:29]([CH3:72])[NH:30][C:31](=[O:71])[C@H:32]([CH2:67][CH:68]([CH3:69])[CH3:70])[N:33]([CH3:66])[C:34](=[O:65])[CH2:35][NH:36][C:37](=[O:64])[C@H:38]([CH2:57][C:58]1[CH:63]=[CH:62][CH:61]=[CH:60][CH:59]=1)[N:39]([CH3:56])[C:40](=[O:55])[C@H:41]([CH3:54])[NH:42][C:43](=[O:53])[CH2:44][NH:45][C:46](=[O:52])[O:47][C:48]([CH3:50])([CH3:51])[CH3:49])=[O:19])[CH3:16])[CH2:7][O:8][C:9]([CH3:12])([CH3:11])[CH3:10], predict the reactants needed to synthesize it. The reactants are: [NH2:1][C:2](=[O:93])[CH2:3][NH:4][C:5](=[O:92])[C@@H:6]([NH:13][C:14](=[O:91])[C@@H:15]([N:17]([CH3:90])[C:18]([C@H:20]([CH2:86][C:87](O)=[O:88])[NH:21][C:22](=[O:85])[C@H:23]([CH2:78][C:79]1[CH:84]=[CH:83][CH:82]=[CH:81][CH:80]=1)[NH:24][C:25](=[O:77])[C@H:26]([CH:74]([CH3:76])[CH3:75])[NH:27][C:28](=[O:73])[C@H:29]([CH3:72])[NH:30][C:31](=[O:71])[C@H:32]([CH2:67][CH:68]([CH3:70])[CH3:69])[N:33]([CH3:66])[C:34](=[O:65])[CH2:35][NH:36][C:37](=[O:64])[C@H:38]([CH2:57][C:58]1[CH:63]=[CH:62][CH:61]=[CH:60][CH:59]=1)[N:39]([CH3:56])[C:40](=[O:55])[C@H:41]([CH3:54])[NH:42][C:43](=[O:53])[CH2:44][NH:45][C:46](=[O:52])[O:47][C:48]([CH3:51])([CH3:50])[CH3:49])=[O:19])[CH3:16])[CH2:7][O:8][C:9]([CH3:12])([CH3:11])[CH3:10].[C:94]1([CH2:100][SH:101])[CH:99]=[CH:98][CH:97]=[CH:96][CH:95]=1.CC(C)N=C=NC(C)C. (6) Given the product [CH3:11][O:10][C:8]([C:6]1[CH:5]=[CH:4][CH:3]=[C:2]([CH:19]=[CH:18][C:17]([O:21][C:22]([CH3:25])([CH3:24])[CH3:23])=[O:20])[N:7]=1)=[O:9], predict the reactants needed to synthesize it. The reactants are: Br[C:2]1[N:7]=[C:6]([C:8]([O:10][CH3:11])=[O:9])[CH:5]=[CH:4][CH:3]=1.C([O-])(=O)C.[Na+].[C:17]([O:21][C:22]([CH3:25])([CH3:24])[CH3:23])(=[O:20])[CH:18]=[CH2:19]. (7) Given the product [CH2:15]1[C:16]2[C:21](=[CH:20][CH:19]=[CH:18][CH:17]=2)[CH2:22][CH:13]([C:10]2[NH:9][C:8]3[CH:7]=[CH:6][CH:5]=[C:4]([C:1]([NH2:2])=[O:3])[C:12]=3[N:11]=2)[NH:14]1, predict the reactants needed to synthesize it. The reactants are: [C:1]([C:4]1[C:12]2[N:11]=[C:10]([CH:13]3[CH2:22][C:21]4[C:16](=[CH:17][CH:18]=[CH:19][CH:20]=4)[CH2:15][N:14]3C(OCC3C=CC=CC=3)=O)[NH:9][C:8]=2[CH:7]=[CH:6][CH:5]=1)(=[O:3])[NH2:2]. (8) The reactants are: C(OC([N:8]1[CH2:14][CH2:13][C:12]2[C:15]([S:20][C:21](=O)N(C)C)=[C:16]([Cl:19])[CH:17]=[CH:18][C:11]=2[CH2:10][CH2:9]1)=O)(C)(C)C.Cl[CH2:27][C:28]1[CH:33]=[CH:32][CH:31]=[C:30](C)[N:29]=1. Given the product [ClH:19].[Cl:19][C:16]1[CH:17]=[CH:18][C:11]2[CH2:10][CH2:9][NH:8][CH2:14][CH2:13][C:12]=2[C:15]=1[S:20][CH2:21][C:30]1[CH:31]=[CH:32][CH:33]=[C:28]([CH3:27])[N:29]=1, predict the reactants needed to synthesize it. (9) Given the product [NH2:19][C:16]1[O:17][CH2:18][C:14]2([N:15]=1)[C:27]1([CH2:28][O:29][CH2:30]1)[C:31]([CH3:36])([CH3:37])[O:32][C:33]1[C:13]2=[CH:12][C:11]([NH:10][C:8]([C:5]2[CH:4]=[CH:3][C:2]([Cl:1])=[CH:7][N:6]=2)=[O:9])=[CH:35][CH:34]=1, predict the reactants needed to synthesize it. The reactants are: [Cl:1][C:2]1[CH:3]=[CH:4][C:5]([C:8]([NH:10][C:11]2[CH:12]=[C:13]3[C:33](=[CH:34][CH:35]=2)[O:32][C:31]([CH3:37])([CH3:36])[C:27]2([CH2:30][O:29][CH2:28]2)[C:14]23[CH2:18][O:17][C:16]([NH:19]C(=O)OC(C)(C)C)=[N:15]2)=[O:9])=[N:6][CH:7]=1. (10) Given the product [Br:1][C:2]1[CH:3]=[C:4]2[C:9](=[CH:10][CH:11]=1)[C:8]([O:12][S:13]([C:16]([F:19])([F:17])[F:18])(=[O:15])=[O:14])=[C:7]([C:20](=[O:26])[C:21]([O:23][CH2:24][CH3:25])=[O:22])[C:6]([CH3:27])=[CH:5]2, predict the reactants needed to synthesize it. The reactants are: [Br:1][C:2]1[CH:3]=[C:4]2[C:9](=[CH:10][CH:11]=1)[C:8]([O:12][S:13]([C:16]([F:19])([F:18])[F:17])(=[O:15])=[O:14])=[C:7]([CH:20]([OH:26])[C:21]([O:23][CH2:24][CH3:25])=[O:22])[C:6]([CH3:27])=[CH:5]2.CC(OI1(OC(C)=O)(OC(C)=O)OC(=O)C2C=CC=CC1=2)=O.